Dataset: Catalyst prediction with 721,799 reactions and 888 catalyst types from USPTO. Task: Predict which catalyst facilitates the given reaction. Reactant: [Cl:1][C:2]1[CH:10]=[C:9]2[C:5]([C:6]([Sn](CCCC)(CCCC)CCCC)=[N:7][N:8]2[CH2:11][CH3:12])=[CH:4][CH:3]=1.[C:26]([CH:28]1[CH2:31][N:30]([C:32](=[O:56])[C@H:33]([NH:35][C:36]([C:38]2[C:46]3[C:41](=[N:42][CH:43]=[C:44](Br)[N:45]=3)[N:40]([CH2:48][O:49][CH2:50][CH2:51][Si:52]([CH3:55])([CH3:54])[CH3:53])[CH:39]=2)=[O:37])[CH3:34])[CH2:29]1)#[N:27]. Product: [C:26]([CH:28]1[CH2:29][N:30]([C:32](=[O:56])[C@H:33]([NH:35][C:36]([C:38]2[C:46]3[C:41](=[N:42][CH:43]=[C:44]([C:6]4[C:5]5[C:9](=[CH:10][C:2]([Cl:1])=[CH:3][CH:4]=5)[N:8]([CH2:11][CH3:12])[N:7]=4)[N:45]=3)[N:40]([CH2:48][O:49][CH2:50][CH2:51][Si:52]([CH3:55])([CH3:54])[CH3:53])[CH:39]=2)=[O:37])[CH3:34])[CH2:31]1)#[N:27]. The catalyst class is: 441.